From a dataset of Full USPTO retrosynthesis dataset with 1.9M reactions from patents (1976-2016). Predict the reactants needed to synthesize the given product. (1) Given the product [CH3:20][N:18]1[CH:19]=[C:15]([N:14]2[C:5]3[C:4]4[CH:3]=[C:2]([C:31]5[CH:30]=[CH:29][CH:28]=[C:27]([O:26][CH2:24][CH3:25])[CH:32]=5)[CH:11]=[CH:10][C:9]=4[N:8]=[CH:7][C:6]=3[N:12]([CH3:23])[C:13]2=[O:22])[C:16]([CH3:21])=[N:17]1, predict the reactants needed to synthesize it. The reactants are: Br[C:2]1[CH:11]=[CH:10][C:9]2[N:8]=[CH:7][C:6]3[N:12]([CH3:23])[C:13](=[O:22])[N:14]([C:15]4[C:16]([CH3:21])=[N:17][N:18]([CH3:20])[CH:19]=4)[C:5]=3[C:4]=2[CH:3]=1.[CH2:24]([O:26][C:27]1[CH:28]=[C:29](B(O)O)[CH:30]=[CH:31][CH:32]=1)[CH3:25]. (2) Given the product [NH2:13][C:12]1[C:9](=[N:8][NH:7][C:3]2[CH:2]=[N:1][CH:6]=[CH:5][CH:4]=2)[C:10]([NH2:11])=[N:28][N:27]=1, predict the reactants needed to synthesize it. The reactants are: [N:1]1[CH:6]=[CH:5][CH:4]=[C:3]([NH:7][N:8]=[C:9]([C:12]#[N:13])[C:10]#[N:11])[CH:2]=1.NC1C=NC=CC=1.C(#N)CC#N.O.[NH2:27][NH2:28]. (3) Given the product [F:17][CH:4]([F:3])[CH2:5][O:6][C:7]1[N:8]=[CH:9][C:10]([C:13]([OH:15])=[O:14])=[N:11][CH:12]=1, predict the reactants needed to synthesize it. The reactants are: [OH-].[Na+].[F:3][CH:4]([F:17])[CH2:5][O:6][C:7]1[N:8]=[CH:9][C:10]([C:13]([O:15]C)=[O:14])=[N:11][CH:12]=1.Cl.C(OCC)(=O)C. (4) Given the product [Cl:1][CH2:2][CH2:3][CH2:4][S:5]([O:8][CH2:9][C:10]([CH3:23])([CH3:22])[C@@H:11]([O:14][CH2:15][C:16]1[CH:17]=[CH:18][CH:19]=[CH:20][CH:21]=1)[C:12]([OH:26])=[O:13])(=[O:7])=[O:6], predict the reactants needed to synthesize it. The reactants are: [Cl:1][CH2:2][CH2:3][CH2:4][S:5]([O:8][CH2:9][C:10]([CH3:23])([CH3:22])[C@@H:11]([O:14][CH2:15][C:16]1[CH:21]=[CH:20][CH:19]=[CH:18][CH:17]=1)[CH:12]=[O:13])(=[O:7])=[O:6].CC(C)=[O:26]. (5) Given the product [I:3][C:4]1[C:12]2[CH:11]=[N:10][CH:9]=[N:8][C:7]=2[N:6]([C:13]([CH3:19])([CH3:18])[CH2:14][OH:15])[CH:5]=1, predict the reactants needed to synthesize it. The reactants are: [BH4-].[Li+].[I:3][C:4]1[C:12]2[CH:11]=[N:10][CH:9]=[N:8][C:7]=2[N:6]([C:13]([CH3:19])([CH3:18])[C:14](OC)=[O:15])[CH:5]=1.O. (6) Given the product [C:1]([C:4]1[C:35](=[O:36])[C@@:8]2([CH3:37])[C:9]3[C:15]([OH:16])=[CH:14][C:13]([OH:17])=[C:12]([C:25]([NH:27][CH2:28][C:29]4[CH:34]=[CH:33][CH:32]=[CH:31][CH:30]=4)=[O:26])[C:10]=3[O:11][C:7]2=[CH:6][C:5]=1[OH:38])(=[O:3])[CH3:2], predict the reactants needed to synthesize it. The reactants are: [C:1]([C:4]1[C:35](=[O:36])[C@@:8]2([CH3:37])[C:9]3[C:15]([OH:16])=[CH:14][C:13]([O:17]CC4C=CC=CC=4)=[C:12]([C:25]([NH:27][CH2:28][C:29]4[CH:34]=[CH:33][CH:32]=[CH:31][CH:30]=4)=[O:26])[C:10]=3[O:11][C:7]2=[CH:6][C:5]=1[OH:38])(=[O:3])[CH3:2].[H][H]. (7) The reactants are: Cl[C:2]1[CH:11]=[C:10]([Cl:12])[C:9]2[C:4](=[CH:5][CH:6]=[C:7]([N+:13]([O-:15])=[O:14])[CH:8]=2)[N:3]=1.[N:16]1([CH:22]=[O:23])[CH2:21][CH2:20][NH:19][CH2:18][CH2:17]1.O. Given the product [Cl:12][C:10]1[C:9]2[C:4](=[CH:5][CH:6]=[C:7]([N+:13]([O-:15])=[O:14])[CH:8]=2)[N:3]=[C:2]([N:19]2[CH2:20][CH2:21][N:16]([CH:22]=[O:23])[CH2:17][CH2:18]2)[CH:11]=1, predict the reactants needed to synthesize it. (8) Given the product [CH3:1][CH:2]([O:3][C@@H:4]([CH2:8][N:9]([C:14]1[CH:19]=[CH:18][C:17]([O:20][C:21]2[CH:26]=[CH:25][C:24]([C:27]([F:29])([F:28])[F:30])=[CH:23][CH:22]=2)=[CH:16][CH:15]=1)[S:10]([CH3:13])(=[O:11])=[O:12])[C:5]([O:6][CH3:32])=[O:7])[CH3:31], predict the reactants needed to synthesize it. The reactants are: [CH3:1][C:2]1([CH3:31])[O:6][C:5](=[O:7])[C@H:4]([CH2:8][N:9]([C:14]2[CH:19]=[CH:18][C:17]([O:20][C:21]3[CH:26]=[CH:25][C:24]([C:27]([F:30])([F:29])[F:28])=[CH:23][CH:22]=3)=[CH:16][CH:15]=2)[S:10]([CH3:13])(=[O:12])=[O:11])[O:3]1.[CH2:32]([SiH](CC)CC)C.CO.CCOCC.O. (9) The reactants are: N1CCCCC1.Br[C:8]1[S:9][CH:10]=[CH:11][CH:12]=1.[CH3:13][Si:14]([C:17]#[CH:18])([CH3:16])[CH3:15]. Given the product [S:9]1[CH:10]=[CH:11][CH:12]=[C:8]1[C:18]#[C:17][Si:14]([CH3:16])([CH3:15])[CH3:13], predict the reactants needed to synthesize it.